This data is from Forward reaction prediction with 1.9M reactions from USPTO patents (1976-2016). The task is: Predict the product of the given reaction. (1) Given the reactants [CH2:1]([N:8]1[C:17]2[C:12](=[C:13]([OH:27])[C:14]([C:18]([NH:20][CH2:21][CH2:22][NH:23][C:24](=[O:26])O)=[O:19])=[N:15][CH:16]=2)[CH:11]=[C:10]([C:28]2[CH:33]=[CH:32][CH:31]=[CH:30][CH:29]=2)[C:9]1=[O:34])[C:2]1[CH:7]=[CH:6][CH:5]=[CH:4][CH:3]=1.FC(F)(F)C(O)=O.[CH2:42]([N:44](CC)CC)[CH3:43].C(N=C=O)C.Cl, predict the reaction product. The product is: [CH2:42]([NH:44][C:24](=[O:26])[NH:23][CH2:22][CH2:21][NH:20][C:18]([C:14]1[C:13]([OH:27])=[C:12]2[C:17](=[CH:16][N:15]=1)[N:8]([CH2:1][C:2]1[CH:3]=[CH:4][CH:5]=[CH:6][CH:7]=1)[C:9](=[O:34])[C:10]([C:28]1[CH:29]=[CH:30][CH:31]=[CH:32][CH:33]=1)=[CH:11]2)=[O:19])[CH3:43]. (2) Given the reactants [CH3:1][O:2][C:3]1[CH:8]=[CH:7][C:6]([CH:9]([C:29]2[CH:34]=[CH:33][C:32]([O:35][CH3:36])=[CH:31][CH:30]=2)[NH:10][C:11]([C:13]2[C:18]([NH:19][C:20]3[CH:25]=[C:24]([CH3:26])[CH:23]=[C:22]([CH3:27])[N:21]=3)=[CH:17][C:16](Br)=[CH:15][N:14]=2)=[O:12])=[CH:5][CH:4]=1.[C:37]([NH:40][CH2:41][CH:42]([NH:45][C:46](=[O:52])[O:47][C:48]([CH3:51])([CH3:50])[CH3:49])[CH2:43][NH2:44])(=[O:39])[CH3:38].CC1(C)C2C(=C(P(C3C=CC=CC=3)C3C=CC=CC=3)C=CC=2)OC2C(P(C3C=CC=CC=3)C3C=CC=CC=3)=CC=CC1=2.C(=O)([O-])[O-].[Cs+].[Cs+], predict the reaction product. The product is: [C:37]([NH:40][CH2:41][CH:42]([NH:45][C:46](=[O:52])[O:47][C:48]([CH3:51])([CH3:50])[CH3:49])[CH2:43][NH:44][C:16]1[CH:15]=[N:14][C:13]([C:11](=[O:12])[NH:10][CH:9]([C:29]2[CH:34]=[CH:33][C:32]([O:35][CH3:36])=[CH:31][CH:30]=2)[C:6]2[CH:7]=[CH:8][C:3]([O:2][CH3:1])=[CH:4][CH:5]=2)=[C:18]([NH:19][C:20]2[CH:25]=[C:24]([CH3:26])[CH:23]=[C:22]([CH3:27])[N:21]=2)[CH:17]=1)(=[O:39])[CH3:38].